From a dataset of Catalyst prediction with 721,799 reactions and 888 catalyst types from USPTO. Predict which catalyst facilitates the given reaction. Product: [CH2:27]([N:29]([CH2:12][CH:13]1[CH2:22][CH2:21][C:20]2[C:15](=[CH:16][C:17]([S:23]([CH3:26])(=[O:24])=[O:25])=[CH:18][CH:19]=2)[O:14]1)[CH2:30][CH3:31])[CH3:28]. The catalyst class is: 10. Reactant: CC1C=CC(S(O[CH2:12][CH:13]2[CH2:22][CH2:21][C:20]3[C:15](=[CH:16][C:17]([S:23]([CH3:26])(=[O:25])=[O:24])=[CH:18][CH:19]=3)[O:14]2)(=O)=O)=CC=1.[CH2:27]([NH:29][CH2:30][CH3:31])[CH3:28].